Dataset: Forward reaction prediction with 1.9M reactions from USPTO patents (1976-2016). Task: Predict the product of the given reaction. (1) Given the reactants [N:1]([CH:4]([C:6]1[N:11]([CH2:12][C:13]2[CH:18]=[CH:17][CH:16]=[C:15]([Cl:19])[C:14]=2[CH3:20])[C:10]2[N:21]=[C:22]([N:24]3[CH2:29][CH2:28][O:27][CH2:26][CH2:25]3)[S:23][C:9]=2[C:8](=[O:30])[N:7]=1)[CH3:5])=[N+]=[N-].C1(P(C2C=CC=CC=2)C2C=CC=CC=2)C=CC=CC=1, predict the reaction product. The product is: [NH2:1][CH:4]([C:6]1[N:11]([CH2:12][C:13]2[CH:18]=[CH:17][CH:16]=[C:15]([Cl:19])[C:14]=2[CH3:20])[C:10]2[N:21]=[C:22]([N:24]3[CH2:29][CH2:28][O:27][CH2:26][CH2:25]3)[S:23][C:9]=2[C:8](=[O:30])[N:7]=1)[CH3:5]. (2) Given the reactants [F:1][C:2]1[CH:26]=[CH:25][C:5]([CH2:6][O:7][CH2:8][C:9]([NH:11][CH2:12][CH2:13][CH2:14][C:15]2[CH:20]=[CH:19][C:18]([S:21](=[O:24])(=[O:23])[NH2:22])=[CH:17][CH:16]=2)=[O:10])=[CH:4][CH:3]=1.[CH3:27][O:28][C:29]1[CH:30]=[C:31]([CH:35]=[CH:36][C:37]=1[O:38][CH3:39])[C:32](Cl)=[O:33], predict the reaction product. The product is: [F:1][C:2]1[CH:26]=[CH:25][C:5]([CH2:6][O:7][CH2:8][C:9]([NH:11][CH2:12][CH2:13][CH2:14][C:15]2[CH:20]=[CH:19][C:18]([S:21]([NH:22][C:32](=[O:33])[C:31]3[CH:35]=[CH:36][C:37]([O:38][CH3:39])=[C:29]([O:28][CH3:27])[CH:30]=3)(=[O:24])=[O:23])=[CH:17][CH:16]=2)=[O:10])=[CH:4][CH:3]=1. (3) Given the reactants [Cl:1][C:2]1[C:3]2[C:10]3[CH2:11][CH2:12][CH:13]([C:15]([O:17]CC)=[O:16])[CH2:14][C:9]=3[S:8][C:4]=2[N:5]=[CH:6][N:7]=1.[OH-].[Li+].Cl, predict the reaction product. The product is: [Cl:1][C:2]1[C:3]2[C:10]3[CH2:11][CH2:12][CH:13]([C:15]([OH:17])=[O:16])[CH2:14][C:9]=3[S:8][C:4]=2[N:5]=[CH:6][N:7]=1. (4) Given the reactants [NH2:1][NH:2][C:3]([OH:5])=[O:4].NN.C(=O)([O-])ON1C(=O)CC(C(O[CH2:19][CH:20]2[C:32]3[C:27](=[CH:28][CH:29]=[CH:30][CH:31]=3)[C:26]3[C:21]2=[CH:22][CH:23]=[CH:24][CH:25]=3)=O)C1=O, predict the reaction product. The product is: [C:3]([NH:2][NH2:1])([O:5][CH2:19][CH:20]1[C:21]2[C:26](=[CH:25][CH:24]=[CH:23][CH:22]=2)[C:27]2[C:32]1=[CH:31][CH:30]=[CH:29][CH:28]=2)=[O:4]. (5) Given the reactants [CH2:1]([O:8][C:9]([N:11]1[CH2:17][C@H:16]2[C@H:13]([CH2:14][NH:15]2)[CH2:12]1)=[O:10])[C:2]1[CH:7]=[CH:6][CH:5]=[CH:4][CH:3]=1.C=O.[C:20](O[BH-](OC(=O)C)OC(=O)C)(=O)C.[Na+], predict the reaction product. The product is: [CH2:1]([O:8][C:9]([N:11]1[CH2:17][C@H:16]2[C@H:13]([CH2:14][N:15]2[CH3:20])[CH2:12]1)=[O:10])[C:2]1[CH:3]=[CH:4][CH:5]=[CH:6][CH:7]=1. (6) Given the reactants [CH3:1][C:2]1[CH:9]=[CH:8][CH:7]=[C:6]([CH3:10])[C:3]=1[CH2:4][OH:5].N(C(OC(C)C)=O)=NC(OC(C)C)=O.O[C:26]1[CH:31]=[CH:30][CH:29]=[CH:28][C:27]=1[CH2:32][C:33]([O:35][CH2:36][CH3:37])=[O:34].C1(P(C2C=CC=CC=2)C2C=CC=CC=2)C=CC=CC=1, predict the reaction product. The product is: [CH3:1][C:2]1[CH:9]=[CH:8][CH:7]=[C:6]([CH3:10])[C:3]=1[CH2:4][O:5][C:26]1[CH:31]=[CH:30][CH:29]=[CH:28][C:27]=1[CH2:32][C:33]([O:35][CH2:36][CH3:37])=[O:34]. (7) Given the reactants [Br:1][C:2]1[C:3]([N:10]([CH3:12])[NH2:11])=[N:4][C:5]([S:8][CH3:9])=[N:6][CH:7]=1.C(N(CC)CC)C.[Br:20][C:21]1[CH:29]=[CH:28][CH:27]=[CH:26][C:22]=1[C:23](Cl)=[O:24], predict the reaction product. The product is: [Br:1][C:2]1[C:3]([N:10]([CH3:12])[NH:11][C:23](=[O:24])[C:22]2[CH:26]=[CH:27][CH:28]=[CH:29][C:21]=2[Br:20])=[N:4][C:5]([S:8][CH3:9])=[N:6][CH:7]=1. (8) The product is: [F:1][C:2]1[C:11]([F:12])=[CH:10][C:9]([CH:13]2[C:31]([C:32](=[O:37])[CH2:33][CH:34]([CH3:36])[CH3:35])=[C:29]([CH3:30])[NH:28][C:24]([CH3:25])=[C:23]2[C:21]#[N:22])=[C:8]2[C:3]=1[C:4](=[O:16])[CH:5]=[C:6]([CH3:15])[O:7]2. Given the reactants [F:1][C:2]1[C:11]([F:12])=[CH:10][C:9]([CH:13]=O)=[C:8]2[C:3]=1[C:4](=[O:16])[CH:5]=[C:6]([CH3:15])[O:7]2.CC(O)C.[C:21]([CH:23]=[C:24]([O-])[CH3:25])#[N:22].[Na+].[NH2:28][C:29](=[CH:31][C:32](=[O:37])[CH2:33][CH:34]([CH3:36])[CH3:35])[CH3:30].C(O)(=O)C, predict the reaction product. (9) Given the reactants C(OC(=O)[NH:7][C@H:8]([C:10]1[CH:15]=[CH:14][CH:13]=[C:12]([N:16]2[CH2:21][CH2:20][O:19][CH:18]([CH3:22])[CH2:17]2)[CH:11]=1)[CH3:9])(C)(C)C.[ClH:24], predict the reaction product. The product is: [ClH:24].[CH3:22][CH:18]1[O:19][CH2:20][CH2:21][N:16]([C:12]2[CH:11]=[C:10]([C@@H:8]([NH2:7])[CH3:9])[CH:15]=[CH:14][CH:13]=2)[CH2:17]1. (10) Given the reactants [CH3:1][CH:2]([C:4]([O:6][C:7]1[CH:8]=[CH:9][C:10]([CH2:29][OH:30])=[CH:11][C:12]=1[C@@H:13]([C:23]1[CH:24]=[CH:25][CH:26]=[CH:27][CH:28]=1)[CH2:14][CH2:15][N:16]([CH:20]([CH3:22])[CH3:21])[CH:17]([CH3:19])[CH3:18])=[O:5])[CH3:3].[C:31]([OH:38])(=[O:37])/[CH:32]=[CH:33]/[C:34]([OH:36])=[O:35], predict the reaction product. The product is: [CH3:3][CH:2]([C:4]([O:6][C:7]1[CH:8]=[CH:9][C:10]([CH2:29][OH:30])=[CH:11][C:12]=1[C@@H:13]([C:23]1[CH:28]=[CH:27][CH:26]=[CH:25][CH:24]=1)[CH2:14][CH2:15][N:16]([CH:20]([CH3:21])[CH3:22])[CH:17]([CH3:18])[CH3:19])=[O:5])[CH3:1].[CH:32](/[C:31]([OH:38])=[O:37])=[CH:33]\[C:34]([OH:36])=[O:35].